Dataset: Catalyst prediction with 721,799 reactions and 888 catalyst types from USPTO. Task: Predict which catalyst facilitates the given reaction. (1) Reactant: [O:1]=[C:2]1[O:8][C@H:7]([C@H:9]([CH2:11][OH:12])[OH:10])[C:5]([OH:6])=[C:3]1[OH:4].C(=O)([O-])O.[Na+].O.[CH2:19]1[O:21][CH:20]1[CH2:22][OH:23]. Product: [CH2:19]([O:6][C:5]1[C@@H:7]([C@H:9]([CH2:11][OH:12])[OH:10])[O:8][C:2](=[O:1])[C:3]=1[OH:4])[CH:20]([CH2:22][OH:23])[OH:21]. The catalyst class is: 5. (2) Reactant: [Cl:1][C:2]1[N:7]=[CH:6][C:5]([CH2:8][NH:9][C:10](=[N:12][C:13]#[N:14])[CH3:11])=[CH:4][CH:3]=1.C(=O)([O-])[O-].[Cs+].[Cs+].Br[CH2:22][CH:23]=[C:24]([Cl:26])[Cl:25].[I-].[Cs+]. Product: [Cl:1][C:2]1[N:7]=[CH:6][C:5]([CH2:8][N:9]([CH2:22][CH:23]=[C:24]([Cl:26])[Cl:25])[C:10](=[N:12][C:13]#[N:14])[CH3:11])=[CH:4][CH:3]=1. The catalyst class is: 10.